This data is from Merck oncology drug combination screen with 23,052 pairs across 39 cell lines. The task is: Regression. Given two drug SMILES strings and cell line genomic features, predict the synergy score measuring deviation from expected non-interaction effect. (1) Drug 1: O=C(O)C1(Cc2cccc(Nc3nccs3)n2)CCC(Oc2cccc(Cl)c2F)CC1. Drug 2: CCc1c2c(nc3ccc(O)cc13)-c1cc3c(c(=O)n1C2)COC(=O)C3(O)CC. Cell line: CAOV3. Synergy scores: synergy=-20.3. (2) Drug 1: CCC1=CC2CN(C1)Cc1c([nH]c3ccccc13)C(C(=O)OC)(c1cc3c(cc1OC)N(C)C1C(O)(C(=O)OC)C(OC(C)=O)C4(CC)C=CCN5CCC31C54)C2. Drug 2: CC(C)CC(NC(=O)C(Cc1ccccc1)NC(=O)c1cnccn1)B(O)O. Cell line: KPL1. Synergy scores: synergy=-0.482. (3) Cell line: A427. Synergy scores: synergy=12.8. Drug 2: C#Cc1cccc(Nc2ncnc3cc(OCCOC)c(OCCOC)cc23)c1. Drug 1: N#Cc1ccc(Cn2cncc2CN2CCN(c3cccc(Cl)c3)C(=O)C2)cc1.